Dataset: Catalyst prediction with 721,799 reactions and 888 catalyst types from USPTO. Task: Predict which catalyst facilitates the given reaction. (1) Reactant: [CH3:1][O:2][C:3]1[CH:8]=[CH:7][C:6]([O:9][CH3:10])=[CH:5][C:4]=1[CH2:11][CH2:12][CH2:13][CH2:14][CH:15]=O.[CH3:17][CH2:18][CH2:19][NH:20][C@@H:21]1[CH2:30][C:25]2[S:26][C:27]([NH2:29])=[N:28][C:24]=2[CH2:23][CH2:22]1.[BH-](OC(C)=O)(OC(C)=O)OC(C)=O.[Na+]. Product: [CH3:1][O:2][C:3]1[CH:8]=[CH:7][C:6]([O:9][CH3:10])=[CH:5][C:4]=1[CH2:11][CH2:12][CH2:13][CH2:14][CH2:15][N:20]([CH2:19][CH2:18][CH3:17])[CH:21]1[CH2:22][CH2:23][C:24]2[N:28]=[C:27]([NH2:29])[S:26][C:25]=2[CH2:30]1. The catalyst class is: 61. (2) Reactant: [O:1]1[CH:5]=[CH:4][C:3]([NH2:6])=[N:2]1.C(=O)([O-])[O-].[K+].[K+].[Br:13][CH2:14][C:15](Cl)=[O:16]. Product: [Br:13][CH2:14][C:15]([NH:6][C:3]1[CH:4]=[CH:5][O:1][N:2]=1)=[O:16]. The catalyst class is: 4. (3) Reactant: [C:1]([O:5][C:6]([NH:8][C@@H:9]([CH2:13][O:14][CH3:15])[C:10](O)=[O:11])=[O:7])([CH3:4])([CH3:3])[CH3:2].CN1CCOCC1.CC(C)COC(Cl)=O.[BH4-].[Na+].Cl. Product: [OH:11][CH2:10][C@@H:9]([NH:8][C:6](=[O:7])[O:5][C:1]([CH3:3])([CH3:2])[CH3:4])[CH2:13][O:14][CH3:15]. The catalyst class is: 249. (4) Reactant: [C:1]1([C:7]2[N:11]([S:12]([C:15]3[CH:20]=[CH:19][CH:18]=[C:17]([O:21]C4CCCCO4)[CH:16]=3)(=[O:14])=[O:13])[CH:10]=[C:9]([CH2:28][N:29]([CH3:37])[C:30](=[O:36])[O:31][C:32]([CH3:35])([CH3:34])[CH3:33])[CH:8]=2)[CH2:6][CH2:5][CH2:4][CH2:3][CH:2]=1.C1(C)C=CC(S(O)(=O)=O)=CC=1.[Cl-].[NH4+]. Product: [C:1]1([C:7]2[N:11]([S:12]([C:15]3[CH:20]=[CH:19][CH:18]=[C:17]([OH:21])[CH:16]=3)(=[O:13])=[O:14])[CH:10]=[C:9]([CH2:28][N:29]([CH3:37])[C:30](=[O:36])[O:31][C:32]([CH3:33])([CH3:34])[CH3:35])[CH:8]=2)[CH2:6][CH2:5][CH2:4][CH2:3][CH:2]=1. The catalyst class is: 4.